Dataset: Reaction yield outcomes from USPTO patents with 853,638 reactions. Task: Predict the reaction yield, written as a fraction of the theoretical maximum amount of product (1.0 means a 100% yield; for example, 0.34 means a 34% yield). (1) The reactants are [C:1]([O:5][C:6]([N:8]1[CH2:13][CH2:12][C:11](=[C:14](Br)[C:15]2[CH:20]=[CH:19][CH:18]=[CH:17][CH:16]=2)[CH2:10][CH2:9]1)=[O:7])([CH3:4])([CH3:3])[CH3:2].C([Sn](CCCC)(CCCC)[C:27]1[S:28][CH:29]=[CH:30][N:31]=1)CCC. The catalyst is CN(C=O)C.C1C=CC([P]([Pd]([P](C2C=CC=CC=2)(C2C=CC=CC=2)C2C=CC=CC=2)([P](C2C=CC=CC=2)(C2C=CC=CC=2)C2C=CC=CC=2)[P](C2C=CC=CC=2)(C2C=CC=CC=2)C2C=CC=CC=2)(C2C=CC=CC=2)C2C=CC=CC=2)=CC=1.[Cu]I. The product is [C:1]([O:5][C:6]([N:8]1[CH2:13][CH2:12][C:11](=[C:14]([C:15]2[CH:20]=[CH:19][CH:18]=[CH:17][CH:16]=2)[C:27]2[S:28][CH:29]=[CH:30][N:31]=2)[CH2:10][CH2:9]1)=[O:7])([CH3:4])([CH3:3])[CH3:2]. The yield is 0.940. (2) The reactants are O.[OH-].[Li+].[NH2:4][C:5]1[S:6][CH:7]=[C:8]2[C:13]=1[C:12](=[O:14])[N:11]([C:15]1[CH:20]=[CH:19][C:18]([Cl:21])=[CH:17][CH:16]=1)[N:10]=[C:9]2[C:22]([O:24]CC)=[O:23].Cl. The catalyst is O1CCCC1.O. The product is [NH2:4][C:5]1[S:6][CH:7]=[C:8]2[C:13]=1[C:12](=[O:14])[N:11]([C:15]1[CH:16]=[CH:17][C:18]([Cl:21])=[CH:19][CH:20]=1)[N:10]=[C:9]2[C:22]([OH:24])=[O:23]. The yield is 0.670. (3) The reactants are [OH:1]O.[Br:3][C:4]1[C:13](B(O)O)=[CH:12][C:11]2[C:6](=[CH:7][CH:8]=[C:9]([O:17][CH3:18])[CH:10]=2)[N:5]=1.[NH4+].[Cl-]. The catalyst is CCOCC.O. The product is [Br:3][C:4]1[C:13]([OH:1])=[CH:12][C:11]2[C:6](=[CH:7][CH:8]=[C:9]([O:17][CH3:18])[CH:10]=2)[N:5]=1. The yield is 1.00.